This data is from Full USPTO retrosynthesis dataset with 1.9M reactions from patents (1976-2016). The task is: Predict the reactants needed to synthesize the given product. (1) Given the product [F:7][C:8]([F:23])([F:24])[O:9][C:10]1[CH:11]=[CH:12][C:13]([C:16]2([CH2:21][NH2:22])[CH2:20][CH2:19][CH2:18][CH2:17]2)=[CH:14][CH:15]=1, predict the reactants needed to synthesize it. The reactants are: [H-].[Al+3].[Li+].[H-].[H-].[H-].[F:7][C:8]([F:24])([F:23])[O:9][C:10]1[CH:15]=[CH:14][C:13]([C:16]2([C:21]#[N:22])[CH2:20][CH2:19][CH2:18][CH2:17]2)=[CH:12][CH:11]=1. (2) Given the product [CH3:18][O:17][C:13]1[CH:12]=[C:11]2[C:16](=[CH:15][CH:14]=1)[N:8]([CH2:7][C:6]([OH:5])=[O:30])[CH:9]=[C:10]2[CH:19]1[C:23]2[CH:24]=[CH:25][CH:26]=[CH:27][C:22]=2[S:21](=[O:29])(=[O:28])[N:20]1[CH:32]([CH3:40])[CH2:33][C:34]1[CH:39]=[CH:38][CH:37]=[CH:36][CH:35]=1, predict the reactants needed to synthesize it. The reactants are: C([O:5][C:6](=[O:30])[CH2:7][N:8]1[C:16]2[C:11](=[CH:12][C:13]([O:17][CH3:18])=[CH:14][CH:15]=2)[C:10]([CH:19]2[C:23]3[CH:24]=[CH:25][CH:26]=[CH:27][C:22]=3[S:21](=[O:29])(=[O:28])[NH:20]2)=[CH:9]1)(C)(C)C.Br[CH:32]([CH3:40])[CH2:33][C:34]1[CH:39]=[CH:38][CH:37]=[CH:36][CH:35]=1.